From a dataset of Reaction yield outcomes from USPTO patents with 853,638 reactions. Predict the reaction yield, written as a fraction of the theoretical maximum amount of product (1.0 means a 100% yield; for example, 0.34 means a 34% yield). (1) The reactants are [CH:1]([NH:4][CH:5]([CH3:7])[CH3:6])([CH3:3])[CH3:2].[Br:8][C@H:9]([CH:13]([CH3:15])[CH3:14])[C:10]([OH:12])=[O:11]. The catalyst is C(OC)(C)(C)C. The product is [CH:1]([NH:4][CH:5]([CH3:7])[CH3:6])([CH3:3])[CH3:2].[Br:8][C@H:9]([CH:13]([CH3:15])[CH3:14])[C:10]([OH:12])=[O:11]. The yield is 0.800. (2) The reactants are CN(C)/[CH:3]=[C:4](/[C:10](=[O:19])[C:11]1[CH:16]=[C:15]([I:17])[CH:14]=[CH:13][C:12]=1F)\[C:5]([O:7][CH2:8][CH3:9])=[O:6].[NH2:21][C@H:22]([CH3:25])[CH2:23][OH:24]. The catalyst is C1COCC1. The product is [OH:24][CH2:23][C@H:22]([N:21]1[C:12]2[C:11](=[CH:16][C:15]([I:17])=[CH:14][CH:13]=2)[C:10](=[O:19])[C:4]([C:5]([O:7][CH2:8][CH3:9])=[O:6])=[CH:3]1)[CH3:25]. The yield is 0.390. (3) The reactants are Br[CH2:2][C:3]1[CH:4]=[C:5]2[N:11]=[C:10]([C:12]3[CH:17]=[CH:16][CH:15]=[CH:14][C:13]=3[N+:18]([O-:20])=[O:19])[S:9][C:6]2=[N:7][CH:8]=1.[C:21]([N:28]1[CH2:33][CH2:32][NH:31][CH2:30][CH2:29]1)([O:23][C:24]([CH3:27])([CH3:26])[CH3:25])=[O:22].CCN(CC)CC. The catalyst is C(#N)C. The product is [N+:18]([C:13]1[CH:14]=[CH:15][CH:16]=[CH:17][C:12]=1[C:10]1[S:9][C:6]2[C:5]([N:11]=1)=[CH:4][C:3]([CH2:2][N:31]1[CH2:30][CH2:29][N:28]([C:21]([O:23][C:24]([CH3:27])([CH3:26])[CH3:25])=[O:22])[CH2:33][CH2:32]1)=[CH:8][N:7]=2)([O-:20])=[O:19]. The yield is 0.740. (4) The reactants are [F:1][C:2]1[CH:3]=[C:4]([C@H:10]2[CH2:14][CH2:13][CH2:12][N:11]2[C:15]2[CH:20]=[CH:19][N:18]3[N:21]=[CH:22][C:23]([C:24]([OH:26])=O)=[C:17]3[N:16]=2)[C:5]([O:8][CH3:9])=[N:6][CH:7]=1.ClC1C=C(Cl)C=C(Cl)C=1C(Cl)=O.C(N(CC)CC)C.[Si:46]([O:63][CH2:64][CH2:65][N:66]1[C:70]([NH2:71])=[CH:69][CH:68]=[N:67]1)([C:59]([CH3:62])([CH3:61])[CH3:60])([C:53]1[CH:58]=[CH:57][CH:56]=[CH:55][CH:54]=1)[C:47]1[CH:52]=[CH:51][CH:50]=[CH:49][CH:48]=1. The catalyst is CN(C=O)C. The product is [Si:46]([O:63][CH2:64][CH2:65][N:66]1[C:70]([NH:71][C:24]([C:23]2[CH:22]=[N:21][N:18]3[CH:19]=[CH:20][C:15]([N:11]4[CH2:12][CH2:13][CH2:14][C@@H:10]4[C:4]4[C:5]([O:8][CH3:9])=[N:6][CH:7]=[C:2]([F:1])[CH:3]=4)=[N:16][C:17]=23)=[O:26])=[CH:69][CH:68]=[N:67]1)([C:59]([CH3:60])([CH3:61])[CH3:62])([C:53]1[CH:54]=[CH:55][CH:56]=[CH:57][CH:58]=1)[C:47]1[CH:52]=[CH:51][CH:50]=[CH:49][CH:48]=1. The yield is 0.463. (5) The catalyst is O. The product is [Cl:1][C:2]1[CH:3]=[N:4][C:5]2[C:6](=[O:12])[NH:7][CH:8]([O:43][CH3:42])[CH:9]([F:34])[C:10]=2[CH:11]=1. The reactants are [Cl:1][C:2]1[CH:3]=[N:4][C:5]2[C:6](=[O:12])[NH:7][CH:8]=[CH:9][C:10]=2[CH:11]=1.CO.C(#N)C.F[B-](F)(F)F.ClC[N+]12CC[N+](F)(CC1)CC2.[F:34][B-](F)(F)F.CCO[C:42](C)=[O:43]. The yield is 0.800.